From a dataset of Blood-brain barrier permeability classification from the B3DB database. Regression/Classification. Given a drug SMILES string, predict its absorption, distribution, metabolism, or excretion properties. Task type varies by dataset: regression for continuous measurements (e.g., permeability, clearance, half-life) or binary classification for categorical outcomes (e.g., BBB penetration, CYP inhibition). Dataset: b3db_classification. (1) The molecule is CC(=O)OCC1=C(C(=O)O)N2C(=O)C(NC(=O)C(N)c3ccccc3)C2SC1. The result is 0 (does not penetrate BBB). (2) The compound is CC1(C)S[C@@H]2[C@H](NC(=O)[C@H](N)c3ccccc3)C(=O)N2[C@H]1C(=O)O.CC1(C)[C@H](C(=O)O)N2C(=O)C[C@H]2S1(=O)=O. The result is 0 (does not penetrate BBB). (3) The molecule is C[C@@]12CCCCCC(Cc3ccc(O)cc31)[C@@H]2N. The result is 1 (penetrates BBB). (4) The drug is NCCCC(O)(P(=O)(O)O)P(=O)(O)O. The result is 0 (does not penetrate BBB). (5) The compound is CCCN(CCC)C(=O)Cc1c(-c2ccc(C)cc2)nc2ccc(C)cn12. The result is 1 (penetrates BBB).